From a dataset of Forward reaction prediction with 1.9M reactions from USPTO patents (1976-2016). Predict the product of the given reaction. (1) Given the reactants [CH3:1][CH:2]1[CH2:19][C@@H:5]2[C@@H:6]3[N:10]([C:11](=O)[C@@H:4]2[CH2:3]1)[C@@H:9]([C:13]1[CH:18]=[CH:17][CH:16]=[CH:15][CH:14]=1)[O:8][CH2:7]3.[H-].[H-].[H-].[H-].[Li+].[Al+3].O.[OH-].[Na+], predict the reaction product. The product is: [CH2:9]([N:10]1[CH2:11][C@H:4]2[C@H:5]([CH2:19][CH:2]([CH3:1])[CH2:3]2)[C@H:6]1[CH2:7][OH:8])[C:13]1[CH:14]=[CH:15][CH:16]=[CH:17][CH:18]=1. (2) Given the reactants [C:1]1([CH2:7][C:8]([C:10]2[CH:15]=[CH:14][CH:13]=[CH:12][C:11]=2[CH3:16])=O)[CH:6]=[CH:5][CH:4]=[CH:3][CH:2]=1.[CH2:17]([O:19][C:20]1[CH:21]=[C:22]([CH:25]=[C:26]([N+:29]([O-:31])=[O:30])[C:27]=1[OH:28])[CH:23]=O)[CH3:18].[NH2:32][C:33]([NH2:35])=[O:34].Cl, predict the reaction product. The product is: [CH2:17]([O:19][C:20]1[CH:21]=[C:22]([CH:23]2[C:7]([C:1]3[CH:6]=[CH:5][CH:4]=[CH:3][CH:2]=3)=[C:8]([C:10]3[CH:15]=[CH:14][CH:13]=[CH:12][C:11]=3[CH3:16])[NH:35][C:33](=[O:34])[NH:32]2)[CH:25]=[C:26]([N+:29]([O-:31])=[O:30])[C:27]=1[OH:28])[CH3:18]. (3) Given the reactants [Cl-].[CH2:2]([N+:6]1[CH:10]=[CH:9][N:8]([CH3:11])[CH:7]=1)[CH2:3][CH2:4][CH3:5].[O:12]([Si](C)(C)C)[S:13]([C:16]([F:19])([F:18])[F:17])(=[O:15])=[O:14], predict the reaction product. The product is: [O-:15][S:13]([C:16]([F:19])([F:18])[F:17])(=[O:14])=[O:12].[CH2:2]([N+:6]1[CH:10]=[CH:9][N:8]([CH3:11])[CH:7]=1)[CH2:3][CH2:4][CH3:5]. (4) Given the reactants [CH2:1]([O:8][C:9]1[CH:14]=[CH:13][C:12]([CH2:15][C@H:16]([OH:20])[C:17]([OH:19])=[O:18])=[CH:11][CH:10]=1)[C:2]1[CH:7]=[CH:6][CH:5]=[CH:4][CH:3]=1.[CH2:21](OC(=O)[C@@H](OC)CC1C=CC(O)=CC=1)[CH3:22], predict the reaction product. The product is: [CH2:21]([O:18][C:17](=[O:19])[C@@H:16]([OH:20])[CH2:15][C:12]1[CH:13]=[CH:14][C:9]([O:8][CH2:1][C:2]2[CH:7]=[CH:6][CH:5]=[CH:4][CH:3]=2)=[CH:10][CH:11]=1)[CH3:22]. (5) Given the reactants [Cl:1][C:2]1[N:10]=[C:9]2[C:5]([N:6]=[CH:7][N:8]2[C@@H:11]2[O:16][C@:15]([CH3:19])([CH2:17][OH:18])[C@@H:13]([OH:14])[C@@H:12]2[F:20])=[C:4](OC)[N:3]=1.[NH3:23], predict the reaction product. The product is: [Cl:1][C:2]1[N:10]=[C:9]2[C:5]([N:6]=[CH:7][N:8]2[C@@H:11]2[O:16][C@:15]([CH3:19])([CH2:17][OH:18])[C@@H:13]([OH:14])[C@@H:12]2[F:20])=[C:4]([NH2:23])[N:3]=1. (6) Given the reactants [C:1]1([C:7]2[CH:8]=[N:9][O:10][C:11]=2[NH2:12])[CH:6]=[CH:5][CH:4]=[CH:3][CH:2]=1.[Li+].C[Si]([N-][Si](C)(C)C)(C)C.C1N=CN([C:28](N2C=NC=C2)=[O:29])C=1.[C:35]1([C@@H:41]2[CH2:43][C@H:42]2[N:44]2[C:52](=[O:53])[CH:47]3[CH2:48][NH:49][CH2:50][CH2:51][N:46]3[C:45]2=[O:54])[CH:40]=[CH:39][CH:38]=[CH:37][CH:36]=1, predict the reaction product. The product is: [O:53]=[C:52]1[CH:47]2[CH2:48][N:49]([C:28]([NH:12][C:11]3[O:10][N:9]=[CH:8][C:7]=3[C:1]3[CH:2]=[CH:3][CH:4]=[CH:5][CH:6]=3)=[O:29])[CH2:50][CH2:51][N:46]2[C:45](=[O:54])[N:44]1[C@H:42]1[CH2:43][C@@H:41]1[C:35]1[CH:40]=[CH:39][CH:38]=[CH:37][CH:36]=1. (7) Given the reactants [C:1]([C:5]1[CH:9]=[C:8]([C:10]([OH:12])=O)[N:7]([CH3:13])[N:6]=1)([CH3:4])([CH3:3])[CH3:2].CN(C)C=O.C(Cl)(=O)C(Cl)=O.[NH2:25][C:26]1[CH:27]=[C:28]([CH:45]=[CH:46][C:47]=1[CH3:48])[O:29][C:30]1[CH:31]=[CH:32][C:33]2[N:34]([CH:36]=[C:37]([NH:39][C:40]([CH:42]3[CH2:44][CH2:43]3)=[O:41])[N:38]=2)[N:35]=1, predict the reaction product. The product is: [C:1]([C:5]1[CH:9]=[C:8]([C:10]([NH:25][C:26]2[CH:27]=[C:28]([O:29][C:30]3[CH:31]=[CH:32][C:33]4[N:34]([CH:36]=[C:37]([NH:39][C:40]([CH:42]5[CH2:43][CH2:44]5)=[O:41])[N:38]=4)[N:35]=3)[CH:45]=[CH:46][C:47]=2[CH3:48])=[O:12])[N:7]([CH3:13])[N:6]=1)([CH3:2])([CH3:3])[CH3:4]. (8) Given the reactants [Cl:1][C:2]1[C:3]([F:35])=[N:4][C:5]([NH:29]CC(OC)=O)=[C:6]([Cl:28])[C:7]=1[O:8][C:9]1[CH:14]=[CH:13][C:12]([O:15]C)=[C:11]([C:17]([NH:19][CH2:20][CH2:21][C:22]2[CH:27]=[CH:26][CH:25]=[CH:24][CH:23]=2)=[O:18])[CH:10]=1.Cl.C[O:38][C:39](=[O:43])[CH2:40][CH2:41]N.Cl.COC(=O)CN, predict the reaction product. The product is: [Cl:1][C:2]1[C:3]([F:35])=[N:4][C:5]([NH:29][CH2:41][CH2:40][C:39]([OH:43])=[O:38])=[C:6]([Cl:28])[C:7]=1[O:8][C:9]1[CH:14]=[CH:13][C:12]([OH:15])=[C:11]([C:17]([NH:19][CH2:20][CH2:21][C:22]2[CH:27]=[CH:26][CH:25]=[CH:24][CH:23]=2)=[O:18])[CH:10]=1.